From a dataset of Full USPTO retrosynthesis dataset with 1.9M reactions from patents (1976-2016). Predict the reactants needed to synthesize the given product. (1) Given the product [CH2:1]([NH:5][C:6](=[O:36])[C@H:7]([CH3:35])[CH2:8][C@H:9]([OH:34])[C@@H:10]1[CH2:11][C:12]2[CH:13]=[C:14]([CH:15]=[CH:16][CH:17]=2)[O:18][CH2:19][CH2:20][CH2:21][CH2:29][S:26](=[O:28])(=[O:27])[CH2:25][C@@H:24]([CH3:32])[C:23](=[O:33])[NH:22]1)[CH2:2][CH2:3][CH3:4], predict the reactants needed to synthesize it. The reactants are: [CH2:1]([NH:5][C:6](=[O:36])[C@H:7]([CH3:35])[CH2:8][C@H:9]([OH:34])[C@@H:10]([NH:22][C:23](=[O:33])[C@H:24]([CH3:32])[CH2:25][S:26]([CH2:29]C=C)(=[O:28])=[O:27])[CH2:11][C:12]1[CH:17]=[CH:16][CH:15]=[C:14]([O:18][CH2:19][CH:20]=[CH2:21])[CH:13]=1)[CH2:2][CH2:3][CH3:4]. (2) Given the product [Cl:1][C:2]1[N:7]=[C:6]2[N:8]([CH:32]3[CH2:33][CH2:34][CH2:35][CH2:36][O:31]3)[N:9]=[CH:10][C:5]2=[C:4]([N:11]2[CH2:17][CH:16]3[O:18][CH:13]([CH2:14][CH2:15]3)[CH2:12]2)[N:3]=1, predict the reactants needed to synthesize it. The reactants are: [Cl:1][C:2]1[N:7]=[C:6]2[NH:8][N:9]=[CH:10][C:5]2=[C:4]([N:11]2[CH2:17][CH:16]3[O:18][CH:13]([CH2:14][CH2:15]3)[CH2:12]2)[N:3]=1.O.C1(C)C=CC(S(O)(=O)=O)=CC=1.[O:31]1[CH:36]=[CH:35][CH2:34][CH2:33][CH2:32]1. (3) Given the product [NH2:1][C:2]([C:4]1[C:13]([NH:14][CH:15]([CH3:16])[CH3:17])=[CH:12][C:7]([C:8]([OH:10])=[O:9])=[C:6]([CH3:18])[CH:5]=1)=[O:3], predict the reactants needed to synthesize it. The reactants are: [NH2:1][C:2]([C:4]1[C:13]([NH:14][CH:15]([CH3:17])[CH3:16])=[CH:12][C:7]([C:8]([O:10]C)=[O:9])=[C:6]([CH3:18])[CH:5]=1)=[O:3].[OH-].[Na+].Cl. (4) The reactants are: [C:1]([O:4][C:5]1[CH:13]=[CH:12][C:8]([C:9](O)=[O:10])=[CH:7][CH:6]=1)(=[O:3])[CH3:2].CN(C=O)C.C(Cl)(=O)C([Cl:22])=O. Given the product [C:1]([O:4][C:5]1[CH:13]=[CH:12][C:8]([C:9]([Cl:22])=[O:10])=[CH:7][CH:6]=1)(=[O:3])[CH3:2], predict the reactants needed to synthesize it. (5) Given the product [C:24]1([O:30][C:31](=[O:32])[NH:1][C:2]2[C:3]([C:7]3[NH:23][C:10]4=[CH:11][C:12]5[C:13]([CH3:22])([CH3:21])[C:14](=[O:20])[N:15]([CH2:18][CH3:19])[C:16]=5[CH:17]=[C:9]4[N:8]=3)=[N:4][NH:5][CH:6]=2)[CH:29]=[CH:28][CH:27]=[CH:26][CH:25]=1, predict the reactants needed to synthesize it. The reactants are: [NH2:1][C:2]1[C:3]([C:7]2[NH:23][C:10]3=[CH:11][C:12]4[C:13]([CH3:22])([CH3:21])[C:14](=[O:20])[N:15]([CH2:18][CH3:19])[C:16]=4[CH:17]=[C:9]3[N:8]=2)=[N:4][NH:5][CH:6]=1.[C:24]1([O:30][C:31](Cl)=[O:32])[CH:29]=[CH:28][CH:27]=[CH:26][CH:25]=1. (6) The reactants are: [H-].[Na+].[F:3][C:4]1[CH:11]=[CH:10][C:7]([CH2:8][OH:9])=[CH:6][CH:5]=1.[N+]([C:15]1[CH:20]=[CH:19][N+:18]([O-:21])=[CH:17][CH:16]=1)([O-])=O. Given the product [F:3][C:4]1[CH:11]=[CH:10][C:7]([CH2:8][O:9][C:15]2[CH:20]=[CH:19][N+:18]([O-:21])=[CH:17][CH:16]=2)=[CH:6][CH:5]=1, predict the reactants needed to synthesize it. (7) Given the product [CH:37]1([C@H:5]2[C@H:6]([CH3:36])[C@@H:7]([NH:28][C:29]3[CH:34]=[CH:33][C:32]([F:35])=[CH:31][N:30]=3)[C:8]3[C:13](=[CH:12][CH:11]=[C:10]([N:14]4[CH2:19][CH2:18][NH:17][C@@H:16]([CH3:27])[CH2:15]4)[CH:9]=3)[N:4]2[C:1](=[O:3])[CH3:2])[CH2:38][CH2:39]1, predict the reactants needed to synthesize it. The reactants are: [C:1]([N:4]1[C:13]2[C:8](=[CH:9][C:10]([N:14]3[CH2:19][CH2:18][N:17](C(OC(C)(C)C)=O)[C@@H:16]([CH3:27])[CH2:15]3)=[CH:11][CH:12]=2)[C@H:7]([NH:28][C:29]2[CH:34]=[CH:33][C:32]([F:35])=[CH:31][N:30]=2)[C@@H:6]([CH3:36])[C@@H:5]1[CH:37]1[CH2:39][CH2:38]1)(=[O:3])[CH3:2].FC(F)(F)C(O)=O. (8) Given the product [ClH:46].[F:1][C:2]1[C:7]([N:8]2[C:12]([S:13]([C:16]3[CH:21]=[CH:20][CH:19]=[C:18]([O:22][CH3:23])[CH:17]=3)(=[O:14])=[O:15])=[CH:11][C:10]([CH2:24][NH:25][CH3:26])=[N:9]2)=[CH:6][CH:5]=[CH:4][N:3]=1, predict the reactants needed to synthesize it. The reactants are: [F:1][C:2]1[C:7]([N:8]2[C:12]([S:13]([C:16]3[CH:21]=[CH:20][CH:19]=[C:18]([O:22][CH3:23])[CH:17]=3)(=[O:15])=[O:14])=[CH:11][C:10]([CH2:24][N:25](C)[C:26](=O)OC(C)(C)C)=[N:9]2)=[CH:6][CH:5]=[CH:4][N:3]=1.C(OCC)(=O)C.C(OCC)(=O)C.[ClH:46]. (9) Given the product [Cl:1][C:2]1[N:7]=[C:6]([C:8]2[O:43][C:42]([N:37]3[CH2:41][CH2:40][CH2:39][CH2:38]3)=[N:44][C:9]=2[C:11]2[CH:12]=[C:13]([NH:17][S:18]([C:21]3[C:26]([F:27])=[CH:25][CH:24]=[CH:23][C:22]=3[F:28])(=[O:20])=[O:19])[CH:14]=[CH:15][CH:16]=2)[CH:5]=[CH:4][N:3]=1, predict the reactants needed to synthesize it. The reactants are: [Cl:1][C:2]1[N:7]=[C:6](/[CH:8]=[C:9](/[C:11]2[CH:12]=[C:13]([NH:17][S:18]([C:21]3[C:26]([F:27])=[CH:25][CH:24]=[CH:23][C:22]=3[F:28])(=[O:20])=[O:19])[CH:14]=[CH:15][CH:16]=2)\O)[CH:5]=[CH:4][N:3]=1.C1C(=O)N(Br)C(=O)C1.[N:37]1([C:42]([NH2:44])=[O:43])[CH2:41][CH2:40][CH2:39][CH2:38]1.